This data is from Reaction yield outcomes from USPTO patents with 853,638 reactions. The task is: Predict the reaction yield, written as a fraction of the theoretical maximum amount of product (1.0 means a 100% yield; for example, 0.34 means a 34% yield). (1) The reactants are [Cl:1][C:2]1[CH:11]=[C:10]([C:12]2[CH:17]=[CH:16][CH:15]=[CH:14][C:13]=2[CH3:18])[C:5]([C:6]([NH:8][CH3:9])=[O:7])=[CH:4][N:3]=1.C[Si](C)(C)[N-][Si](C)(C)C.[K+].[F:29][C:30]([F:44])([F:43])[C:31]1[CH:32]=[C:33]([CH:36]=[C:37]([C:39]([F:42])([F:41])[F:40])[CH:38]=1)[CH2:34]Br. The catalyst is O1CCCC1. The product is [F:29][C:30]([F:44])([F:43])[C:31]1[CH:32]=[C:33]([CH:36]=[C:37]([C:39]([F:42])([F:41])[F:40])[CH:38]=1)[CH2:34][N:8]([CH3:9])[C:6](=[O:7])[C:5]1[C:10]([C:12]2[CH:17]=[CH:16][CH:15]=[CH:14][C:13]=2[CH3:18])=[CH:11][C:2]([Cl:1])=[N:3][CH:4]=1. The yield is 0.985. (2) The reactants are [C:1]([Si:5]([CH3:27])([CH3:26])[O:6][C@@H:7]([C@H:12]1[CH2:16][O:15][C:14]([CH3:18])([CH3:17])[N:13]1[C:19]([O:21][C:22]([CH3:25])([CH3:24])[CH3:23])=[O:20])[C@@H:8]([CH3:11])[CH2:9]O)([CH3:4])([CH3:3])[CH3:2].CC(OC(/N=N/C(OC(C)C)=O)=O)C.C1C=CC(P(C2C=CC=CC=2)C2C=CC=CC=2)=CC=1.C1C=CC(P([N:75]=[N+:76]=[N-:77])(C2C=CC=CC=2)=O)=CC=1. The catalyst is C1COCC1. The product is [N:75]([CH2:9][C@H:8]([CH3:11])[C@H:7]([C@H:12]1[CH2:16][O:15][C:14]([CH3:18])([CH3:17])[N:13]1[C:19]([O:21][C:22]([CH3:25])([CH3:24])[CH3:23])=[O:20])[O:6][Si:5]([C:1]([CH3:4])([CH3:3])[CH3:2])([CH3:27])[CH3:26])=[N+:76]=[N-:77]. The yield is 0.860. (3) The reactants are [CH:1]1([C:4]2[CH:11]=[CH:10][C:7]([CH:8]=[O:9])=[CH:6][CH:5]=2)[CH2:3][CH2:2]1.BrC1C=CC([C:19]2([O:22]C)CC2)=CC=1.[Li]CCCC.CN(C=O)C. No catalyst specified. The product is [CH3:19][O:22][C:1]1([C:4]2[CH:5]=[CH:6][C:7]([CH:8]=[O:9])=[CH:10][CH:11]=2)[CH2:2][CH2:3]1. The yield is 0.580. (4) The reactants are [CH2:1]([O:8][C:9]1[CH:10]=[C:11]([CH:14]=[CH:15][CH:16]=1)[CH2:12]O)[C:2]1[CH:7]=[CH:6][CH:5]=[CH:4][CH:3]=1.CS([Cl:21])(=O)=O.C(N(CC)CC)C. The catalyst is ClCCl. The product is [CH2:1]([O:8][C:9]1[CH:16]=[CH:15][CH:14]=[C:11]([CH2:12][Cl:21])[CH:10]=1)[C:2]1[CH:7]=[CH:6][CH:5]=[CH:4][CH:3]=1. The yield is 0.670. (5) The reactants are [CH3:1][NH:2][CH2:3][CH2:4][OH:5].[Cl:6][C:7]1[CH:12]=[C:11]([Cl:13])[CH:10]=[CH:9][C:8]=1[C:14]1[C:15]([NH:33][C:34](=[O:37])[CH2:35]Br)=[CH:16][N:17]([CH2:19][CH2:20][CH2:21][N:22]2[C:26](=[O:27])[C:25]3[CH:28]=[CH:29][CH:30]=[CH:31][C:24]=3[C:23]2=[O:32])[CH:18]=1. The catalyst is CC#N. The product is [Cl:6][C:7]1[CH:12]=[C:11]([Cl:13])[CH:10]=[CH:9][C:8]=1[C:14]1[C:15]([NH:33][C:34](=[O:37])[CH2:35][N:2]([CH2:3][CH2:4][OH:5])[CH3:1])=[CH:16][N:17]([CH2:19][CH2:20][CH2:21][N:22]2[C:26](=[O:27])[C:25]3[CH:28]=[CH:29][CH:30]=[CH:31][C:24]=3[C:23]2=[O:32])[CH:18]=1. The yield is 0.210. (6) The reactants are [CH2:1]1[C:5]2[C:6]3[CH2:12][CH2:11][CH2:10][CH2:9][C:7]=3[S:8][C:4]=2[C:3](=[N:13]O)[CH2:2]1.[OH2:15]. No catalyst specified. The product is [C:3]1(=[O:15])[C:4]2[S:8][C:7]3[CH2:9][CH2:10][CH2:11][CH2:12][C:6]=3[C:5]=2[CH2:1][CH2:2][NH:13]1. The yield is 0.750. (7) The reactants are [CH3:1][O:2][C:3]([C:5]1[C:6]([NH2:15])=[C:7](Br)[CH:8]=[C:9]2[C:13]=1[NH:12][N:11]=[CH:10]2)=[O:4].C(OCC)(=O)C.C(OC)(C)(C)C.[CH3:28][N:29](C)C=O. The catalyst is [Cl-].[Na+].O.[C-]#N.[Zn+2].[C-]#N. The product is [CH3:1][O:2][C:3]([C:5]1[C:6]([NH2:15])=[C:7]([C:28]#[N:29])[CH:8]=[C:9]2[C:13]=1[NH:12][N:11]=[CH:10]2)=[O:4]. The yield is 0.940.